From a dataset of Reaction yield outcomes from USPTO patents with 853,638 reactions. Predict the reaction yield, written as a fraction of the theoretical maximum amount of product (1.0 means a 100% yield; for example, 0.34 means a 34% yield). (1) The reactants are [NH:1]1[C:10]2[C:5](=[CH:6][CH:7]=[CH:8][CH:9]=2)[CH2:4][CH2:3][CH2:2]1.[I:11]I.OO. The catalyst is O. The product is [I:11][C:7]1[CH:6]=[C:5]2[C:10](=[CH:9][CH:8]=1)[NH:1][CH2:2][CH2:3][CH2:4]2. The yield is 0.500. (2) The reactants are [CH2:1]([O:3][C:4](=[O:33])[CH2:5][N:6]1[C:14]2[CH2:13][CH2:12][CH2:11][C@@H:10]([N:15]([S:17]([C:20]3[CH:25]=[C:24]([C:26]([F:29])([F:28])[F:27])[CH:23]=[C:22]([S:30][CH2:31][CH3:32])[CH:21]=3)(=[O:19])=[O:18])[CH3:16])[C:9]=2[CH:8]=[N:7]1)[CH3:2].ClC1C=C(C(OO)=[O:42])C=CC=1. The catalyst is ClCCl. The product is [CH2:1]([O:3][C:4](=[O:33])[CH2:5][N:6]1[C:14]2[CH2:13][CH2:12][CH2:11][C@@H:10]([N:15]([S:17]([C:20]3[CH:25]=[C:24]([C:26]([F:29])([F:27])[F:28])[CH:23]=[C:22]([S:30]([CH2:31][CH3:32])=[O:42])[CH:21]=3)(=[O:19])=[O:18])[CH3:16])[C:9]=2[CH:8]=[N:7]1)[CH3:2]. The yield is 0.762. (3) The reactants are [F:1][C:2]1[C:7]([CH3:8])=[CH:6][C:5]([NH:9][CH:10]2[CH2:15][CH2:14][N:13]([C@H:16]3[CH2:21][CH2:20][C@H:19]([O:22][CH2:23][CH2:24][CH3:25])[CH2:18][CH2:17]3)[CH2:12][CH2:11]2)=[C:4]([N+:26]([O-])=O)[CH:3]=1.O.NN. The catalyst is C(O)C.[Ni]. The product is [F:1][C:2]1[CH:3]=[C:4]([NH2:26])[C:5]([NH:9][CH:10]2[CH2:15][CH2:14][N:13]([C@H:16]3[CH2:21][CH2:20][C@H:19]([O:22][CH2:23][CH2:24][CH3:25])[CH2:18][CH2:17]3)[CH2:12][CH2:11]2)=[CH:6][C:7]=1[CH3:8]. The yield is 0.900. (4) The reactants are [Cl:1][C:2]1[N:7]=[C:6](Cl)[C:5]([CH:9]=[O:10])=[C:4]([Cl:11])[N:3]=1.C([O-])(O)=O.[Na+].[O:17]1[CH2:22][CH2:21][CH:20]([NH2:23])[CH2:19][CH2:18]1. The catalyst is C1COCC1. The product is [Cl:1][C:2]1[N:3]=[C:4]([Cl:11])[C:5]([CH:9]=[O:10])=[C:6]([NH:23][CH:20]2[CH2:21][CH2:22][O:17][CH2:18][CH2:19]2)[N:7]=1. The yield is 0.510. (5) The reactants are [F:1][C:2]1[CH:9]=[C:8](Br)[CH:7]=[CH:6][C:3]=1[C:4]#[N:5].C([Mg]Cl)(C)C.[Mg].ClC(C)C.CN(C)CCOCCN(C)C.C[O:33][B:34](OC)[O:35]C. The catalyst is O1CCCC1. The product is [F:1][C:2]1[CH:9]=[C:8]([B:34]([OH:35])[OH:33])[CH:7]=[CH:6][C:3]=1[C:4]#[N:5]. The yield is 0.480. (6) The reactants are [Br:1][C:2]1[CH:7]=[CH:6][C:5]([CH:8]([NH:15][CH3:16])[CH2:9][N:10]2[CH2:14][CH2:13][CH2:12][CH2:11]2)=[CH:4][CH:3]=1.[Cl:17][C:18]1[CH:19]=[C:20]2[C:25](=[CH:26][C:27]=1[Cl:28])[N:24]([CH2:29][C:30]([OH:32])=O)[C:23](=[O:33])[CH2:22]C2.CN([P+]([O:44]N1N=NC2C=CC=CC1=2)(N(C)C)N(C)C)C.F[P-](F)(F)(F)(F)F.C(N(CC)CC)C. The catalyst is CN(C=O)C. The product is [Br:1][C:2]1[CH:7]=[CH:6][C:5]([CH:8]([N:15]([CH3:16])[C:30](=[O:32])[CH2:29][N:24]2[C:25]3[CH:26]=[C:27]([Cl:28])[C:18]([Cl:17])=[CH:19][C:20]=3[O:44][CH2:22][C:23]2=[O:33])[CH2:9][N:10]2[CH2:14][CH2:13][CH2:12][CH2:11]2)=[CH:4][CH:3]=1. The yield is 0.250. (7) The reactants are C([O:3][C:4]([C:6]1[S:10][C:9]([N:11]2[C:15]3[CH:16]=[C:17]([O:22][CH3:23])[C:18]([O:20][CH3:21])=[CH:19][C:14]=3[N:13]=[CH:12]2)=[N:8][C:7]=1[C:24]1[CH:29]=[CH:28][CH:27]=[CH:26][CH:25]=1)=O)C.[NH3:30]. The catalyst is C(O)C. The product is [CH3:21][O:20][C:18]1[C:17]([O:22][CH3:23])=[CH:16][C:15]2[N:11]([C:9]3[S:10][C:6]([C:4]([NH2:30])=[O:3])=[C:7]([C:24]4[CH:29]=[CH:28][CH:27]=[CH:26][CH:25]=4)[N:8]=3)[CH:12]=[N:13][C:14]=2[CH:19]=1. The yield is 0.360. (8) The reactants are [N:1]([CH:4]([O:16][CH2:17][CH2:18][OH:19])[CH2:5][O:6][C:7]1[CH:8]=[C:9]([CH:13]=[CH:14][CH:15]=1)[C:10]([OH:12])=[O:11])=[N+:2]=[N-:3].[H-].[Na+].[CH2:22]([O:24][C:25](=[O:28])[CH2:26]Br)[CH3:23]. The catalyst is C1COCC1. The product is [N:1]([CH:4]([O:16][CH2:17][CH2:18][O:19][CH2:26][C:25]([O:24][CH2:22][CH3:23])=[O:28])[CH2:5][O:6][C:7]1[CH:8]=[C:9]([CH:13]=[CH:14][CH:15]=1)[C:10]([OH:12])=[O:11])=[N+:2]=[N-:3]. The yield is 0.316. (9) The reactants are [CH:1]1([O:7][C:8]2[CH:13]=[C:12]([O:14][CH2:15][CH2:16][O:17][CH3:18])[CH:11]=[CH:10][C:9]=2/[CH:19]=[CH:20]/[C:21]([O:23]CC)=[O:22])[CH2:6][CH2:5][CH2:4][CH2:3][CH2:2]1.[OH-].[Na+]. The catalyst is O1CCCC1.C(O)C. The product is [CH:1]1([O:7][C:8]2[CH:13]=[C:12]([O:14][CH2:15][CH2:16][O:17][CH3:18])[CH:11]=[CH:10][C:9]=2/[CH:19]=[CH:20]/[C:21]([OH:23])=[O:22])[CH2:2][CH2:3][CH2:4][CH2:5][CH2:6]1. The yield is 0.830. (10) The reactants are [CH:1]([B-](F)(F)F)=[CH2:2].[K+].O1CCOCC1.Br[C:15]1[N:16]=[C:17]([C:33]2[CH:38]=[CH:37][N:36]=[CH:35][CH:34]=2)[S:18][C:19]=1[C:20]1[N:24]=[CH:23][N:22]([CH2:25][O:26][CH2:27][CH2:28][Si:29]([CH3:32])([CH3:31])[CH3:30])[N:21]=1.C(=O)([O-])[O-].[Na+].[Na+]. The catalyst is C1C=CC([P]([Pd]([P](C2C=CC=CC=2)(C2C=CC=CC=2)C2C=CC=CC=2)([P](C2C=CC=CC=2)(C2C=CC=CC=2)C2C=CC=CC=2)[P](C2C=CC=CC=2)(C2C=CC=CC=2)C2C=CC=CC=2)(C2C=CC=CC=2)C2C=CC=CC=2)=CC=1.CCOC(C)=O.O. The product is [CH3:30][Si:29]([CH3:32])([CH3:31])[CH2:28][CH2:27][O:26][CH2:25][N:22]1[CH:23]=[N:24][C:20]([C:19]2[S:18][C:17]([C:33]3[CH:34]=[CH:35][N:36]=[CH:37][CH:38]=3)=[N:16][C:15]=2[CH:1]=[CH2:2])=[N:21]1. The yield is 0.810.